Dataset: Forward reaction prediction with 1.9M reactions from USPTO patents (1976-2016). Task: Predict the product of the given reaction. (1) Given the reactants [NH2:1][C:2]1[C:7]([C:8]([C:10]2[CH:15]=[C:14]([F:16])[C:13]([CH3:17])=[CH:12][C:11]=2[O:18][CH3:19])=[O:9])=[CH:6][N:5]=[C:4]([NH:20][CH:21]2[CH2:26][CH2:25][CH:24]([NH2:27])[CH2:23][CH2:22]2)[N:3]=1.[CH3:28][S:29](Cl)(=[O:31])=[O:30], predict the reaction product. The product is: [NH2:1][C:2]1[C:7]([C:8](=[O:9])[C:10]2[CH:15]=[C:14]([F:16])[C:13]([CH3:17])=[CH:12][C:11]=2[O:18][CH3:19])=[CH:6][N:5]=[C:4]([NH:20][CH:21]2[CH2:26][CH2:25][CH:24]([NH:27][S:29]([CH3:28])(=[O:31])=[O:30])[CH2:23][CH2:22]2)[N:3]=1. (2) The product is: [F:11][C:10]([F:13])([F:12])[C:8]([OH:51])=[O:66].[F:11][C:10]([F:13])([F:12])[C:8]([OH:51])=[O:66].[F:11][C:10]([F:13])([F:12])[C:8]([OH:51])=[O:66].[F:56][CH2:2][CH2:3][C:4]1[N:9]=[C:8]([C:10]([F:12])([F:11])[F:13])[N:7]=[C:6]([O:14][C@@H:15]2[CH2:20][CH2:19][C@H:18]([N:21]3[CH2:22][C:23]([CH2:47][C:48]#[N:49])([N:25]4[CH:29]=[C:28]([C:30]5[C:31]6[CH:38]=[CH:37][NH:36][C:32]=6[N:33]=[CH:34][N:35]=5)[CH:27]=[N:26]4)[CH2:24]3)[CH2:17][CH2:16]2)[CH:5]=1. Given the reactants O[CH2:2][CH2:3][C:4]1[N:9]=[C:8]([C:10]([F:13])([F:12])[F:11])[N:7]=[C:6]([O:14][C@@H:15]2[CH2:20][CH2:19][C@H:18]([N:21]3[CH2:24][C:23]([CH2:47][C:48]#[N:49])([N:25]4[CH:29]=[C:28]([C:30]5[C:31]6[CH:38]=[CH:37][N:36](COCC[Si](C)(C)C)[C:32]=6[N:33]=[CH:34][N:35]=5)[CH:27]=[N:26]4)[CH2:22]3)[CH2:17][CH2:16]2)[CH:5]=1.C[O:51]CCN(CCOC)S(F)(F)[F:56].CC#N.[OH2:66], predict the reaction product.